Dataset: TCR-epitope binding with 47,182 pairs between 192 epitopes and 23,139 TCRs. Task: Binary Classification. Given a T-cell receptor sequence (or CDR3 region) and an epitope sequence, predict whether binding occurs between them. The epitope is TPINLVRDL. The TCR CDR3 sequence is CASSLGQSVYNEQFF. Result: 0 (the TCR does not bind to the epitope).